Dataset: Full USPTO retrosynthesis dataset with 1.9M reactions from patents (1976-2016). Task: Predict the reactants needed to synthesize the given product. (1) The reactants are: [CH3:1][CH:2]1[CH2:8][CH2:7][CH2:6][CH2:5][N:4]2[C:9](=[O:19])[CH:10]=[C:11]([C:13]3[CH:18]=[CH:17][N:16]=[CH:15][N:14]=3)[N:12]=[C:3]12.C[Si]([N-][Si](C)(C)C)(C)C.[Li+].C(C1C=C(C(C)C)C=C(C(C)C)C=1S([N:48]=[N+:49]=[N-:50])(=O)=O)(C)C.C(O)(=O)C. Given the product [N:48]([C:2]1([CH3:1])[CH2:8][CH2:7][CH2:6][CH2:5][N:4]2[C:9](=[O:19])[CH:10]=[C:11]([C:13]3[CH:18]=[CH:17][N:16]=[CH:15][N:14]=3)[N:12]=[C:3]12)=[N+:49]=[N-:50], predict the reactants needed to synthesize it. (2) The reactants are: [Cl:1][C:2]1[CH:20]=[CH:19][C:5]([CH2:6][N:7]2[C:15]3[C:10](=[CH:11][CH:12]=[CH:13][CH:14]=3)[CH:9]=[C:8]2[C:16]([OH:18])=O)=[CH:4][CH:3]=1.C(N=C=NCCCN(C)C)C.O.ON1C2C=CC=CC=2N=N1.C(N(CC)C(C)C)(C)C.[NH:52]1[CH2:57][CH2:56][CH:55]([C:58]([O:60][CH2:61][CH3:62])=[O:59])[CH2:54][CH2:53]1. Given the product [Cl:1][C:2]1[CH:20]=[CH:19][C:5]([CH2:6][N:7]2[C:15]3[C:10](=[CH:11][CH:12]=[CH:13][CH:14]=3)[CH:9]=[C:8]2[C:16]([N:52]2[CH2:57][CH2:56][CH:55]([C:58]([O:60][CH2:61][CH3:62])=[O:59])[CH2:54][CH2:53]2)=[O:18])=[CH:4][CH:3]=1, predict the reactants needed to synthesize it. (3) Given the product [CH3:6][O:5][C:3](=[O:4])[CH:2]([O:17][C:15](=[O:16])[CH3:14])[C:7]1[CH:12]=[CH:11][CH:10]=[C:9]([Br:13])[N:8]=1, predict the reactants needed to synthesize it. The reactants are: Br[CH:2]([C:7]1[CH:12]=[CH:11][CH:10]=[C:9]([Br:13])[N:8]=1)[C:3]([O:5][CH3:6])=[O:4].[CH3:14][C:15]([O-:17])=[O:16].[K+]. (4) Given the product [F:1][C:2]([F:40])([F:39])[C:3]1[CH:4]=[C:5]([CH:32]=[C:33]([C:35]([F:38])([F:37])[F:36])[CH:34]=1)[CH2:6][N:7]([CH2:14][C:15]1[C:16]([N:23]([CH2:26][CH:27]2[CH2:31][CH2:30][CH2:29][CH2:28]2)[CH2:24][CH3:25])=[N:17][CH:18]=[C:44]([CH:22]=1)[C:45]([OH:42])=[O:46])[C:8]1[N:9]=[N:10][N:11]([CH3:13])[N:12]=1, predict the reactants needed to synthesize it. The reactants are: [F:1][C:2]([F:40])([F:39])[C:3]1[CH:4]=[C:5]([CH:32]=[C:33]([C:35]([F:38])([F:37])[F:36])[CH:34]=1)[CH2:6][N:7]([CH2:14][C:15]1[C:16]([N:23]([CH2:26][CH:27]2[CH2:31][CH2:30][CH2:29][CH2:28]2)[CH2:24][CH3:25])=[N:17][CH:18]=C([CH:22]=1)C#N)[C:8]1[N:9]=[N:10][N:11]([CH3:13])[N:12]=1.[Li+].[OH-:42].Cl.[CH3:44][CH2:45][OH:46]. (5) Given the product [Cl:1][C:2]1[C:7]([C:8]2[C:13]([Cl:14])=[CH:12][N:11]=[CH:10][N:9]=2)=[C:6]([N:25]2[CH2:26][CH2:27][CH:22]([CH3:21])[CH2:23][CH2:24]2)[N:5]2[N:16]=[CH:17][C:18]([CH:19]=[O:20])=[C:4]2[N:3]=1, predict the reactants needed to synthesize it. The reactants are: [Cl:1][C:2]1[C:7]([C:8]2[C:13]([Cl:14])=[CH:12][N:11]=[CH:10][N:9]=2)=[C:6](Cl)[N:5]2[N:16]=[CH:17][C:18]([CH:19]=[O:20])=[C:4]2[N:3]=1.[CH3:21][CH:22]1[CH2:27][CH2:26][NH:25][CH2:24][CH2:23]1.C(=O)([O-])[O-].[K+].[K+].O.